Dataset: Peptide-MHC class II binding affinity with 134,281 pairs from IEDB. Task: Regression. Given a peptide amino acid sequence and an MHC pseudo amino acid sequence, predict their binding affinity value. This is MHC class II binding data. (1) The peptide sequence is AQLHVGAKQENWNTS. The MHC is DRB1_0405 with pseudo-sequence DRB1_0405. The binding affinity (normalized) is 0. (2) The peptide sequence is ALLTPGLRCLNLDVYRIL. The MHC is DRB1_0405 with pseudo-sequence DRB1_0405. The binding affinity (normalized) is 0.236.